From a dataset of Forward reaction prediction with 1.9M reactions from USPTO patents (1976-2016). Predict the product of the given reaction. (1) Given the reactants [C:1]([C:4]1[CH:13]=[CH:12][C:7]([C:8]([O:10][CH3:11])=[O:9])=[C:6]([O:14][CH3:15])[CH:5]=1)(=[O:3])[CH3:2].[CH:16]1([CH:21]=O)[CH2:20][CH2:19][CH2:18][CH2:17]1, predict the reaction product. The product is: [CH:16]1([CH:21]=[CH:2][C:1]([C:4]2[CH:13]=[CH:12][C:7]([C:8]([O:10][CH3:11])=[O:9])=[C:6]([O:14][CH3:15])[CH:5]=2)=[O:3])[CH2:20][CH2:19][CH2:18][CH2:17]1. (2) Given the reactants Cl.[Cl:2][C:3]1[CH:8]=[C:7]([C:9]2[NH:10][CH:11]=[CH:12][N:13]=2)[C:6]([O:14]COC)=[CH:5][N:4]=1.C(Cl)Cl, predict the reaction product. The product is: [Cl:2][C:3]1[N:4]=[CH:5][C:6]([OH:14])=[C:7]([C:9]2[NH:13][CH:12]=[CH:11][N:10]=2)[CH:8]=1. (3) Given the reactants [CH:1]1[C:13]2[CH:12]([N:14]=[C:15]=[O:16])[C:11]3[C:6](=[CH:7][CH:8]=[CH:9][CH:10]=3)[C:5]=2[CH:4]=[CH:3][CH:2]=1.[CH3:17][C:18]1[N:23]=[C:22]([C:24]2[CH:29]=[CH:28][CH:27]=[CH:26][CH:25]=2)[C:21]([NH2:30])=[CH:20][CH:19]=1.CCN(C(C)C)C(C)C, predict the reaction product. The product is: [CH:1]1[C:13]2[CH:12]([NH:14][C:15]([NH:30][C:21]3[C:22]([C:24]4[CH:25]=[CH:26][CH:27]=[CH:28][CH:29]=4)=[N:23][C:18]([CH3:17])=[CH:19][CH:20]=3)=[O:16])[C:11]3[C:6](=[CH:7][CH:8]=[CH:9][CH:10]=3)[C:5]=2[CH:4]=[CH:3][CH:2]=1.